The task is: Predict the product of the given reaction.. This data is from Forward reaction prediction with 1.9M reactions from USPTO patents (1976-2016). (1) Given the reactants [Br:1][C:2]1[C:10]2[C:9]([NH:11][C:12]3[CH:13]=[C:14]4[C:18](=[CH:19][C:20]=3[O:21][CH3:22])[NH:17][N:16]=[CH:15]4)=[N:8][CH:7]=[N:6][C:5]=2[NH:4][C:3]=1[C:23]([N:25]1[CH2:30]COC[CH2:26]1)=[O:24].CNC, predict the reaction product. The product is: [Br:1][C:2]1[C:10]2[C:9]([NH:11][C:12]3[CH:13]=[C:14]4[C:18](=[CH:19][C:20]=3[O:21][CH3:22])[NH:17][N:16]=[CH:15]4)=[N:8][CH:7]=[N:6][C:5]=2[NH:4][C:3]=1[C:23]([N:25]([CH3:26])[CH3:30])=[O:24]. (2) Given the reactants [Cl:1][C:2]1[CH:3]=[CH:4][C:5](O[C@H]2C[C@H](C(O)=O)C2)=[C:6]2[C:11]=1[NH:10][C:9](=[O:12])[NH:8][C:7]12[CH2:17][CH2:16][CH2:15][CH2:14][CH2:13]1.FC1C=CC(OCC2CC(C(O)=O)C2)=C2C=1NC(=O)NC12CCCCC1.C(C1C=CC([O:70][C@H:71]2[CH2:74][C@H:73]([C:75]([OH:77])=[O:76])[CH2:72]2)=C2C=1NC(=O)NC12CCCCC1)#N.FC1C=CC(OCC2(C(O)=O)CCC2)=C2C=1NC(=O)NC12CCCCC1, predict the reaction product. The product is: [Cl:1][C:2]1[CH:3]=[CH:4][CH:5]=[C:6]2[C:11]=1[NH:10][C:9](=[O:12])[NH:8][C:7]12[CH2:17][CH:16]([O:70][C@@H:71]2[CH2:74][C@H:73]([C:75]([OH:77])=[O:76])[CH2:72]2)[CH2:15][CH2:14][CH2:13]1. (3) Given the reactants F[C:2]1[N:7]2[CH:8]=[C:9]([CH2:11][N:12]3[C@H:25]4[C@H:16]([CH2:17][CH2:18][C:19]5[C:24]4=[N:23][CH:22]=[CH:21][CH:20]=5)[CH2:15][CH2:14][CH2:13]3)[N:10]=[C:6]2[CH:5]=[CH:4][CH:3]=1.[CH3:26][N:27]([CH3:33])[C@H:28]1[CH2:32][CH2:31][NH:30][CH2:29]1.O, predict the reaction product. The product is: [N:12]1([CH2:11][C:9]2[N:10]=[C:6]3[CH:5]=[CH:4][CH:3]=[C:2]([N:30]4[CH2:31][CH2:32][C@H:28]([N:27]([CH3:33])[CH3:26])[CH2:29]4)[N:7]3[CH:8]=2)[C@H:25]2[C@H:16]([CH2:17][CH2:18][C:19]3[C:24]2=[N:23][CH:22]=[CH:21][CH:20]=3)[CH2:15][CH2:14][CH2:13]1. (4) Given the reactants FC(F)(F)C(O)=O.[C:8]([O:12][C:13]([N:15]1[CH2:18][CH:17]([N:19]2[CH:23]=[C:22]([C:24]3[C:25]([O:39][C:40]4[CH:45]=[CH:44][C:43]([F:46])=[C:42](Cl)[CH:41]=4)=[C:26]4[C:31](=[CH:32][CH:33]=3)[N:30]([C:34]([O:36][CH3:37])=[O:35])[C@@H:29]([CH3:38])[CH2:28][CH2:27]4)[CH:21]=[N:20]2)[CH2:16]1)=[O:14])([CH3:11])([CH3:10])[CH3:9], predict the reaction product. The product is: [C:8]([O:12][C:13]([N:15]1[CH2:18][CH:17]([N:19]2[CH:23]=[C:22]([C:24]3[C:25]([O:39][C:40]4[CH:45]=[CH:44][C:43]([F:46])=[CH:42][CH:41]=4)=[C:26]4[C:31](=[CH:32][CH:33]=3)[N:30]([C:34]([O:36][CH3:37])=[O:35])[C@@H:29]([CH3:38])[CH2:28][CH2:27]4)[CH:21]=[N:20]2)[CH2:16]1)=[O:14])([CH3:9])([CH3:10])[CH3:11]. (5) Given the reactants [NH2:1][C:2]1[N:6]([C:7]2[CH:12]=[CH:11][C:10]([F:13])=[CH:9][CH:8]=2)[N:5]=[CH:4][C:3]=1[C:14](=[O:30])[C:15]1[CH:20]=[CH:19][CH:18]=[C:17]([O:21][CH2:22][C:23]([O:25]C(C)(C)C)=[O:24])[CH:16]=1.FC(F)(F)C(O)=O, predict the reaction product. The product is: [NH2:1][C:2]1[N:6]([C:7]2[CH:8]=[CH:9][C:10]([F:13])=[CH:11][CH:12]=2)[N:5]=[CH:4][C:3]=1[C:14](=[O:30])[C:15]1[CH:20]=[CH:19][CH:18]=[C:17]([O:21][CH2:22][C:23]([OH:25])=[O:24])[CH:16]=1.